Dataset: Peptide-MHC class II binding affinity with 134,281 pairs from IEDB. Task: Regression. Given a peptide amino acid sequence and an MHC pseudo amino acid sequence, predict their binding affinity value. This is MHC class II binding data. (1) The peptide sequence is GEPIRFLLSYGEKDF. The MHC is DRB5_0101 with pseudo-sequence DRB5_0101. The binding affinity (normalized) is 0.562. (2) The peptide sequence is PVTEEPGMAKIPAGE. The MHC is HLA-DPA10201-DPB10101 with pseudo-sequence HLA-DPA10201-DPB10101. The binding affinity (normalized) is 0. (3) The peptide sequence is MCEEMTSWLDFDTGL. The MHC is DRB1_0101 with pseudo-sequence DRB1_0101. The binding affinity (normalized) is 0.288. (4) The peptide sequence is IGLQYLGYVIRDLAA. The MHC is HLA-DQA10501-DQB10402 with pseudo-sequence HLA-DQA10501-DQB10402. The binding affinity (normalized) is 0.808.